This data is from Forward reaction prediction with 1.9M reactions from USPTO patents (1976-2016). The task is: Predict the product of the given reaction. (1) Given the reactants C([NH:8][C@H:9]([C:17]([OH:19])=[O:18])[CH2:10][C:11]1[CH:16]=[CH:15][CH:14]=[CH:13][CH:12]=1)(OC(C)(C)C)=O.[NH2:20][CH2:21][C:22]#[N:23].CN(C(ON1N=NC2C=CC=CC1=2)=[N+](C)C)C.F[P-](F)(F)(F)(F)F.CCN(C(C)C)C(C)C, predict the reaction product. The product is: [NH2:8][C@@H:9]([C:17]([OH:19])=[O:18])[CH2:10][C:11]1[CH:16]=[CH:15][CH:14]=[CH:13][CH:12]=1.[CH2:22]([NH2:23])[C:21]#[N:20]. (2) Given the reactants C(O[C:6]([NH:8][CH2:9][CH2:10][CH2:11][CH2:12][C:13]([O:15][CH2:16][CH2:17][Si:18]([CH3:21])([CH3:20])[CH3:19])=[O:14])=[O:7])(C)(C)C.Cl.[C:23]([NH:26][C@H:27](C(O)=O)[CH2:28][C:29]1[CH:34]=[CH:33][C:32]([N:35]([C:58](=[O:66])[C:59]([O:61][C:62]([CH3:65])([CH3:64])[CH3:63])=[O:60])[C:36]2[CH:41]=[CH:40][CH:39]=[CH:38][C:37]=2[C:42]([O:44][CH:45]([C:52]2[CH:57]=[CH:56][CH:55]=[CH:54][CH:53]=2)[C:46]2[CH:51]=[CH:50][CH:49]=[CH:48][CH:47]=2)=[O:43])=[C:31]([CH2:67][CH3:68])[CH:30]=1)(=[O:25])[CH3:24].F[B-](F)(F)F.N1(OC(N(C)C)=[N+](C)C)C2C=CC=CC=2N=N1.C(N(C(C)C)CC)(C)C, predict the reaction product. The product is: [C:23]([NH:26][CH:27]([C:6](=[O:7])[NH:8][CH2:9][CH2:10][CH2:11][CH2:12][C:13](=[O:14])[O:15][CH2:16][CH2:17][Si:18]([CH3:19])([CH3:20])[CH3:21])[CH2:28][C:29]1[CH:34]=[CH:33][C:32]([N:35]([C:58](=[O:66])[C:59]([O:61][C:62]([CH3:64])([CH3:65])[CH3:63])=[O:60])[C:36]2[CH:41]=[CH:40][CH:39]=[CH:38][C:37]=2[C:42]([O:44][CH:45]([C:46]2[CH:47]=[CH:48][CH:49]=[CH:50][CH:51]=2)[C:52]2[CH:57]=[CH:56][CH:55]=[CH:54][CH:53]=2)=[O:43])=[C:31]([CH2:67][CH3:68])[CH:30]=1)(=[O:25])[CH3:24]. (3) Given the reactants [Cl:1][C:2]1[CH:7]=[C:6]([C:8]([OH:10])=O)[CH:5]=[CH:4][N:3]=1.S(Cl)([Cl:13])=O, predict the reaction product. The product is: [Cl:1][C:2]1[CH:7]=[C:6]([C:8]([Cl:13])=[O:10])[CH:5]=[CH:4][N:3]=1. (4) Given the reactants [C:1]([C:5]1[N:10]=[CH:9][C:8]([C:11]2[N:12]([C:32]([N:34]3[CH2:39][CH2:38][CH:37]([CH2:40][C:41](O)=[O:42])[CH2:36][CH2:35]3)=[O:33])[C@@:13]([C:25]3[CH:30]=[CH:29][C:28]([Cl:31])=[CH:27][CH:26]=3)([CH3:24])[C@@:14]([C:17]3[CH:22]=[CH:21][C:20]([Cl:23])=[CH:19][CH:18]=3)([CH3:16])[N:15]=2)=[C:7]([O:44][CH2:45][CH3:46])[CH:6]=1)([CH3:4])([CH3:3])[CH3:2].[F:47][CH2:48][CH2:49][CH2:50][NH2:51], predict the reaction product. The product is: [C:1]([C:5]1[N:10]=[CH:9][C:8]([C:11]2[N:12]([C:32]([N:34]3[CH2:39][CH2:38][CH:37]([CH2:40][C:41]([NH:51][CH2:50][CH2:49][CH2:48][F:47])=[O:42])[CH2:36][CH2:35]3)=[O:33])[C@@:13]([C:25]3[CH:26]=[CH:27][C:28]([Cl:31])=[CH:29][CH:30]=3)([CH3:24])[C@@:14]([C:17]3[CH:22]=[CH:21][C:20]([Cl:23])=[CH:19][CH:18]=3)([CH3:16])[N:15]=2)=[C:7]([O:44][CH2:45][CH3:46])[CH:6]=1)([CH3:3])([CH3:4])[CH3:2]. (5) Given the reactants [C:1]([O:5][C:6](=[O:41])[N:7]([CH2:39][CH3:40])[CH2:8][C:9]1[CH:10]=[N:11][CH:12]=[C:13]([C:17]2[CH:22]=[CH:21][C:20](F)=[C:19]([C:24]([C:26]3[N:27]([CH2:31][O:32][CH2:33][CH2:34][Si:35]([CH3:38])([CH3:37])[CH3:36])[CH:28]=[CH:29][N:30]=3)=O)[CH:18]=2)[C:14]=1[CH2:15][CH3:16])([CH3:4])([CH3:3])[CH3:2].O.[NH2:43][NH2:44], predict the reaction product. The product is: [C:1]([O:5][C:6](=[O:41])[N:7]([CH2:39][CH3:40])[CH2:8][C:9]1[CH:10]=[N:11][CH:12]=[C:13]([C:17]2[CH:18]=[C:19]3[C:20](=[CH:21][CH:22]=2)[NH:44][N:43]=[C:24]3[C:26]2[N:27]([CH2:31][O:32][CH2:33][CH2:34][Si:35]([CH3:38])([CH3:37])[CH3:36])[CH:28]=[CH:29][N:30]=2)[C:14]=1[CH2:15][CH3:16])([CH3:4])([CH3:3])[CH3:2]. (6) Given the reactants C1(C2C=CC([N+]([O-])=O)=C([N+]([O-])=O)C=2)C=CC=CC=1.N1C2C(=CC=C([NH:28][C:29]([C:31]3[CH:38]=[CH:37][C:34](C=O)=[CH:33][CH:32]=3)=[O:30])C=2)C=C1, predict the reaction product. The product is: [C:29]([NH2:28])(=[O:30])[C:31]1[CH:38]=[CH:37][CH:34]=[CH:33][CH:32]=1. (7) The product is: [C:49]([O:48][C:46]([N:38]([C:39]([O:41][C:42]([CH3:43])([CH3:44])[CH3:45])=[O:40])[C:34]1[C:35]2[C:30](=[CH:29][C:28]([NH:27][CH:55]([C:18]3[CH:19]=[CH:20][C:15]([CH2:14][CH2:13][O:12][C:10](=[O:11])[NH:9][C:5]4[CH:6]=[CH:7][CH:8]=[C:3]([C:1]#[N:2])[CH:4]=4)=[C:16]([O:24][CH2:25][CH3:26])[CH:17]=3)[C:54]([OH:58])=[O:57])=[CH:37][CH:36]=2)[CH:31]=[CH:32][N:33]=1)=[O:47])([CH3:52])([CH3:51])[CH3:50]. Given the reactants [C:1]([C:3]1[CH:4]=[C:5]([NH:9][C:10]([O:12][CH2:13][CH2:14][C:15]2[CH:20]=[CH:19][C:18](B(O)O)=[CH:17][C:16]=2[O:24][CH2:25][CH3:26])=[O:11])[CH:6]=[CH:7][CH:8]=1)#[N:2].[NH2:27][C:28]1[CH:29]=[C:30]2[C:35](=[CH:36][CH:37]=1)[C:34]([N:38]([C:46]([O:48][C:49]([CH3:52])([CH3:51])[CH3:50])=[O:47])[C:39]([O:41][C:42]([CH3:45])([CH3:44])[CH3:43])=[O:40])=[N:33][CH:32]=[CH:31]2.O.[C:54]([OH:58])(=[O:57])[CH:55]=O, predict the reaction product. (8) Given the reactants [F:1][C:2]1[CH:3]=[C:4]([NH:30][C:31](=[O:43])CC(NC2C=CC(F)=CC=2)=O)[CH:5]=[CH:6][C:7]=1[O:8][C:9]1[C:14]2=[CH:15][C:16]([C:18]3[CH:23]=[CH:22][N:21]=[C:20]([N:24]4[CH2:29][CH2:28][O:27][CH2:26][CH2:25]4)[CH:19]=3)=[CH:17][N:13]2[N:12]=[CH:11][N:10]=1.CC[N:46](C(C)C)C(C)C.Cl.[F:54][C:55]1[CH:56]=C(C(C(NC2C=[CH:56][C:55]([F:54])=[CH:60][CH:59]=2)=O)C(N)=O)C=[CH:59][C:60]=1OC1C2=C(C)C(OCCN3CCOCC3)=CN2N=CN=1.[CH2:95]1[CH2:99][O:98][CH2:97][CH2:96]1, predict the reaction product. The product is: [F:1][C:2]1[CH:3]=[C:4]([NH:30][C:31]([NH:46][C:99](=[O:98])[CH2:95][C:96]2[CH:59]=[CH:60][C:55]([F:54])=[CH:56][CH:97]=2)=[O:43])[CH:5]=[CH:6][C:7]=1[O:8][C:9]1[C:14]2=[CH:15][C:16]([C:18]3[CH:23]=[CH:22][N:21]=[C:20]([N:24]4[CH2:29][CH2:28][O:27][CH2:26][CH2:25]4)[CH:19]=3)=[CH:17][N:13]2[N:12]=[CH:11][N:10]=1.